Task: Predict the reactants needed to synthesize the given product.. Dataset: Full USPTO retrosynthesis dataset with 1.9M reactions from patents (1976-2016) (1) Given the product [CH3:15][N:8]([C:9]1[CH:14]=[CH:13][CH:12]=[CH:11][CH:10]=1)[C:6]1[N:7]=[C:2]([NH2:1])[N:3]=[C:4]([C:16]2[N:20]=[C:19]([CH:21]3[CH2:26][CH2:25][CH:24]([O:27][C:28]4[CH:33]=[CH:32][CH:31]=[CH:30][CH:29]=4)[CH2:23][CH2:22]3)[O:18][N:17]=2)[N:5]=1, predict the reactants needed to synthesize it. The reactants are: [NH2:1][C:2]1[N:7]=[C:6]([N:8]([CH3:15])[C:9]2[CH:14]=[CH:13][CH:12]=[CH:11][CH:10]=2)[N:5]=[C:4]([C:16]2[N:20]=[C:19]([CH:21]3[CH2:26][CH2:25][CH:24]([OH:27])[CH2:23][CH2:22]3)[O:18][N:17]=2)[N:3]=1.[C:28]1(O)[CH:33]=[CH:32][CH:31]=[CH:30][CH:29]=1.C1(P(C2C=CC=CC=2)C2C=CC=CC=2)C=CC=CC=1.C(OC(N=NC(OC(C)(C)C)=O)=O)(C)(C)C. (2) Given the product [CH:1]1([CH:7]([NH:19][C:20]2[N:25]=[CH:24][C:23]([C:26]([N:28]([CH3:36])[CH2:29][CH2:30][C:31]([OH:33])=[O:32])=[O:27])=[CH:22][CH:21]=2)[C:8]2[O:9][C:10]3[CH:17]=[CH:16][C:15]([F:18])=[CH:14][C:11]=3[C:12]=2[CH3:13])[CH2:6][CH2:5][CH2:4][CH2:3][CH2:2]1, predict the reactants needed to synthesize it. The reactants are: [CH:1]1([CH:7]([NH:19][C:20]2[N:25]=[CH:24][C:23]([C:26]([N:28]([CH3:36])[CH2:29][CH2:30][C:31]([O:33]CC)=[O:32])=[O:27])=[CH:22][CH:21]=2)[C:8]2[O:9][C:10]3[CH:17]=[CH:16][C:15]([F:18])=[CH:14][C:11]=3[C:12]=2[CH3:13])[CH2:6][CH2:5][CH2:4][CH2:3][CH2:2]1.CCCCCC.CC(O)C.C(O)C.[OH-].[Li+]. (3) The reactants are: [F:1][C:2]1[C:3]([C:22]2[CH:27]=[CH:26][CH:25]=[C:24]([O:28][C:29]3[S:30][CH:31]=[CH:32][N:33]=3)[CH:23]=2)=[CH:4][C:5](=[O:21])[N:6]([CH2:8][CH2:9][C@@:10]([CH3:20])([S:16]([CH3:19])(=[O:18])=[O:17])[C:11]([O:13]CC)=[O:12])[CH:7]=1.FC1C(C2C=CC(N3N=CC=N3)=CC=2)=CC(=O)N(CC[C@@](C)(S(C)(=O)=O)C(O)=O)C=1. Given the product [F:1][C:2]1[C:3]([C:22]2[CH:27]=[CH:26][CH:25]=[C:24]([O:28][C:29]3[S:30][CH:31]=[CH:32][N:33]=3)[CH:23]=2)=[CH:4][C:5](=[O:21])[N:6]([CH2:8][CH2:9][C@@:10]([CH3:20])([S:16]([CH3:19])(=[O:18])=[O:17])[C:11]([OH:13])=[O:12])[CH:7]=1, predict the reactants needed to synthesize it. (4) Given the product [CH2:9]([O:11][C:12]([C:14]1[N:15]([CH3:31])[C:16]([CH2:29][CH3:30])=[C:17]([C:27]#[N:28])[C:18]=1[C:19]1[CH:24]=[CH:23][C:22]([CH:25]([OH:26])[C:1]2[CH:6]=[CH:5][CH:4]=[CH:3][CH:2]=2)=[CH:21][CH:20]=1)=[O:13])[CH3:10], predict the reactants needed to synthesize it. The reactants are: [C:1]1([Mg]Br)[CH:6]=[CH:5][CH:4]=[CH:3][CH:2]=1.[CH2:9]([O:11][C:12]([C:14]1[N:15]([CH3:31])[C:16]([CH2:29][CH3:30])=[C:17]([C:27]#[N:28])[C:18]=1[C:19]1[CH:24]=[CH:23][C:22]([CH:25]=[O:26])=[CH:21][CH:20]=1)=[O:13])[CH3:10].O. (5) Given the product [NH2:5][C:4]1[C:3]2[C:2](=[CH:9][C:8]([C:10]([F:13])([F:12])[F:11])=[CH:7][CH:6]=2)[NH:15][C:16]=1[C:17]([O:19][CH2:20][CH3:21])=[O:18], predict the reactants needed to synthesize it. The reactants are: F[C:2]1[CH:9]=[C:8]([C:10]([F:13])([F:12])[F:11])[CH:7]=[CH:6][C:3]=1[C:4]#[N:5].Cl.[NH2:15][CH2:16][C:17]([O:19][CH2:20][CH3:21])=[O:18].C(=O)([O-])[O-].[K+].[K+].CC(C)([O-])C.[K+]. (6) Given the product [C:32]([C:29]1[N:30]=[CH:31][C:26]([NH:23][C:24](=[O:25])[NH:1][C:2]2[CH:3]=[C:4]([C@@H:17]3[CH2:19][C@@H:18]3[C:20]([OH:22])=[O:21])[CH:5]=[CH:6][C:7]=2[N:8]([CH2:13][CH:14]([CH3:15])[CH3:16])[CH2:9][CH:10]([CH3:11])[CH3:12])=[CH:27][N:28]=1)#[N:33], predict the reactants needed to synthesize it. The reactants are: [NH2:1][C:2]1[CH:3]=[C:4]([C@@H:17]2[CH2:19][C@@H:18]2[C:20]([OH:22])=[O:21])[CH:5]=[CH:6][C:7]=1[N:8]([CH2:13][CH:14]([CH3:16])[CH3:15])[CH2:9][CH:10]([CH3:12])[CH3:11].[N:23]([C:26]1[CH:27]=[N:28][C:29]([C:32]#[N:33])=[N:30][CH:31]=1)=[C:24]=[O:25].C(N(CC)CC)C. (7) Given the product [CH:13]1([CH2:12][CH:11]([S:10][C:7]2[CH:8]=[CH:9][C:4]([C:3]([OH:35])=[O:2])=[CH:5][CH:6]=2)[C:19]2[CH:20]=[N:21][C:22]([C:25]3[CH:30]=[CH:29][C:28]([C:31]([F:32])([F:34])[F:33])=[CH:27][CH:26]=3)=[CH:23][CH:24]=2)[CH2:18][CH2:17][CH2:16][CH2:15][CH2:14]1, predict the reactants needed to synthesize it. The reactants are: C[O:2][C:3](=[O:35])[C:4]1[CH:9]=[CH:8][C:7]([S:10][CH:11]([C:19]2[CH:20]=[N:21][C:22]([C:25]3[CH:30]=[CH:29][C:28]([C:31]([F:34])([F:33])[F:32])=[CH:27][CH:26]=3)=[CH:23][CH:24]=2)[CH2:12][CH:13]2[CH2:18][CH2:17][CH2:16][CH2:15][CH2:14]2)=[CH:6][CH:5]=1.[OH-].[Na+]. (8) Given the product [Cl:14][C:8]1[N:7]=[CH:6][C:5]([CH2:4][OH:3])=[C:10]([NH:11][CH2:12][CH3:13])[CH:9]=1, predict the reactants needed to synthesize it. The reactants are: C([O:3][C:4](=O)[C:5]1[C:10]([NH:11][CH2:12][CH3:13])=[CH:9][C:8]([Cl:14])=[N:7][CH:6]=1)C.[H-].[H-].[H-].[H-].[Li+].[Al+3].C1COCC1.CO.CC(=O)OCC. (9) Given the product [CH2:15]([N:22]([C:34]([O:36][C:37]([CH3:40])([CH3:39])[CH3:38])=[O:35])[CH2:23][CH2:24][C:25]1[CH:30]=[CH:29][C:28]([C:2]2[CH:11]=[CH:10][C:5]([C:6]([O:8][CH3:9])=[O:7])=[C:4]([N+:12]([O-:14])=[O:13])[CH:3]=2)=[CH:27][CH:26]=1)[C:16]1[CH:17]=[CH:18][CH:19]=[CH:20][CH:21]=1, predict the reactants needed to synthesize it. The reactants are: Cl[C:2]1[CH:11]=[CH:10][C:5]([C:6]([O:8][CH3:9])=[O:7])=[C:4]([N+:12]([O-:14])=[O:13])[CH:3]=1.[CH2:15]([N:22]([C:34]([O:36][C:37]([CH3:40])([CH3:39])[CH3:38])=[O:35])[CH2:23][CH2:24][C:25]1[CH:30]=[CH:29][C:28](B(O)O)=[CH:27][CH:26]=1)[C:16]1[CH:21]=[CH:20][CH:19]=[CH:18][CH:17]=1.C(=O)([O-])[O-].[Cs+].[Cs+].[F-].[K+].C(P(C(C)(C)C)C(C)(C)C)(C)(C)C. (10) Given the product [CH2:8]([N:5]1[CH2:6][CH2:7][C:2]2([NH:1]/[C:29](=[N:28]\[C:26]([C:19]3[C:18]([NH2:17])=[N:23][C:22]([NH2:24])=[C:21]([Cl:25])[N:20]=3)=[O:27])/[NH:16][CH2:15]2)[CH2:3][CH2:4]1)[C:9]1[CH:14]=[CH:13][CH:12]=[CH:11][CH:10]=1, predict the reactants needed to synthesize it. The reactants are: [NH2:1][C:2]1([C:15]#[N:16])[CH2:7][CH2:6][N:5]([CH2:8][C:9]2[CH:14]=[CH:13][CH:12]=[CH:11][CH:10]=2)[CH2:4][CH2:3]1.[NH2:17][C:18]1[C:19]([C:26]([NH:28][C:29](=N)SC)=[O:27])=[N:20][C:21]([Cl:25])=[C:22]([NH2:24])[N:23]=1.